From a dataset of CYP2C9 inhibition data for predicting drug metabolism from PubChem BioAssay. Regression/Classification. Given a drug SMILES string, predict its absorption, distribution, metabolism, or excretion properties. Task type varies by dataset: regression for continuous measurements (e.g., permeability, clearance, half-life) or binary classification for categorical outcomes (e.g., BBB penetration, CYP inhibition). Dataset: cyp2c9_veith. (1) The molecule is Cc1nn(Cc2c(F)c(F)c(F)c(F)c2F)c(C)c1NC(=O)c1cccc(COc2ccccc2Cl)c1. The result is 1 (inhibitor). (2) The compound is COC(=O)C1=C(C)Nc2ncnn2C1c1cccnc1. The result is 0 (non-inhibitor). (3) The compound is Cc1ccccc1-n1c(O)c(C=Nc2ccc(N(C)C)cc2)c(=O)[nH]c1=O. The result is 0 (non-inhibitor). (4) The compound is CCC(=O)Nc1ccc(S(=O)(=O)N2CCN(c3ccc(F)cc3)CC2)cc1. The result is 1 (inhibitor). (5) The drug is Cc1cccc(CSc2nnc(NC(=O)c3ccco3)s2)c1. The result is 1 (inhibitor).